This data is from Forward reaction prediction with 1.9M reactions from USPTO patents (1976-2016). The task is: Predict the product of the given reaction. (1) Given the reactants [O-]O.[CH:3]([C:6]1[CH:11]=[CH:10][CH:9]=[CH:8][CH:7]=1)([CH3:5])[CH3:4].C=CC.C1OC1C.C(O)(C1C=CC=CC=1)(C)C, predict the reaction product. The product is: [CH:3]([C:6]1[CH:11]=[CH:10][CH:9]=[CH:8][CH:7]=1)([CH3:5])[CH3:4]. (2) Given the reactants [CH:1]1([CH2:4][NH2:5])[CH2:3][CH2:2]1.[F:6][C:7]1[CH:20]=[CH:19][C:18]([C:21]2[CH2:25][C:24]([C:30]3[CH:35]=[C:34]([Cl:36])[C:33]([Cl:37])=[C:32]([Cl:38])[CH:31]=3)([C:26]([F:29])([F:28])[F:27])[O:23][N:22]=2)=[CH:17][C:8]=1[CH2:9][NH:10][C:11](=[O:16])[CH2:12][C:13](O)=[O:14].CN(C(ON1N=NC2C=CC=NC1=2)=[N+](C)C)C.F[P-](F)(F)(F)(F)F.C(N(CC)CC)C.[N-]=C=O.CC[NH+](CC)CC.CC[NH+](CC)CC.C([O-])([O-])=O, predict the reaction product. The product is: [CH:1]1([CH2:4][NH:5][C:13](=[O:14])[CH2:12][C:11]([NH:10][CH2:9][C:8]2[CH:17]=[C:18]([C:21]3[CH2:25][C:24]([C:30]4[CH:35]=[C:34]([Cl:36])[C:33]([Cl:37])=[C:32]([Cl:38])[CH:31]=4)([C:26]([F:27])([F:28])[F:29])[O:23][N:22]=3)[CH:19]=[CH:20][C:7]=2[F:6])=[O:16])[CH2:3][CH2:2]1. (3) Given the reactants CS([O:5][CH2:6][C:7]1[C:8]([C:18]2[CH:23]=[CH:22][C:21]([CH2:24][CH3:25])=[CH:20][CH:19]=2)=[N:9][S:10][C:11]=1[C:12]1[CH:17]=[CH:16][CH:15]=[CH:14][CH:13]=1)(=O)=O.O[C:27]1[CH:32]=[CH:31][C:30]([CH2:33][CH2:34][C:35]([O:37]CC)=[O:36])=[C:29]([CH3:40])[C:28]=1[CH3:41], predict the reaction product. The product is: [CH2:24]([C:21]1[CH:22]=[CH:23][C:18]([C:8]2[C:7]([CH2:6][O:5][C:27]3[CH:32]=[CH:31][C:30]([CH2:33][CH2:34][C:35]([OH:37])=[O:36])=[C:29]([CH3:40])[C:28]=3[CH3:41])=[C:11]([C:12]3[CH:17]=[CH:16][CH:15]=[CH:14][CH:13]=3)[S:10][N:9]=2)=[CH:19][CH:20]=1)[CH3:25]. (4) Given the reactants [N:1]1([CH2:7][CH2:8]O)[CH2:6][CH2:5][O:4][CH2:3][CH2:2]1.C(Br)(Br)(Br)[Br:11].C1(P(C2C=CC=CC=2)C2C=CC=CC=2)C=CC=CC=1, predict the reaction product. The product is: [Br:11][CH2:8][CH2:7][N:1]1[CH2:6][CH2:5][O:4][CH2:3][CH2:2]1. (5) Given the reactants C([C@H]1COC(=O)N1[C:14](=[O:36])[C@@H:15]([O:33][CH2:34][CH3:35])[C@@H:16]([C:18]1[CH:23]=[CH:22][C:21]([O:24][CH2:25][C:26]2[CH:31]=[CH:30][CH:29]=[CH:28][CH:27]=2)=[CH:20][C:19]=1[Cl:32])[OH:17])C1C=CC=CC=1.[CH3:37][O-:38].[Na+], predict the reaction product. The product is: [CH3:37][O:38][C:14](=[O:36])[C@@H:15]([O:33][CH2:34][CH3:35])[C@@H:16]([C:18]1[CH:23]=[CH:22][C:21]([O:24][CH2:25][C:26]2[CH:27]=[CH:28][CH:29]=[CH:30][CH:31]=2)=[CH:20][C:19]=1[Cl:32])[OH:17]. (6) Given the reactants [CH2:1]([O:5][C:6]1[C:7](=[O:18])[O:8][C:9]2[C:16]([OH:17])=[CH:15][CH:14]=[CH:13][C:10]=2[C:11]=1[OH:12])[CH2:2][CH2:3][CH3:4].[C:19]([O:22][CH2:23][CH2:24][CH2:25][CH2:26]Br)(=[O:21])[CH3:20], predict the reaction product. The product is: [CH2:1]([O:5][C:6]1[C:7](=[O:18])[O:8][C:9]2[C:16]([O:17][CH2:26][CH2:25][CH2:24][CH2:23][O:22][C:19](=[O:21])[CH3:20])=[CH:15][CH:14]=[CH:13][C:10]=2[C:11]=1[OH:12])[CH2:2][CH2:3][CH3:4]. (7) Given the reactants I[C:2]1[N:3]=[C:4]([CH3:7])[S:5][CH:6]=1.[CH2:8]([C:12]1[O:13][C:14]2[C:20]([Cl:21])=[CH:19][C:18]([F:22])=[CH:17][C:15]=2[N:16]=1)[CH2:9][C:10]#[CH:11], predict the reaction product. The product is: [Cl:21][C:20]1[C:14]2[O:13][C:12]([CH2:8][CH2:9][C:10]#[C:11][C:2]3[N:3]=[C:4]([CH3:7])[S:5][CH:6]=3)=[N:16][C:15]=2[CH:17]=[C:18]([F:22])[CH:19]=1.